This data is from Full USPTO retrosynthesis dataset with 1.9M reactions from patents (1976-2016). The task is: Predict the reactants needed to synthesize the given product. Given the product [CH:12]1([C:15]2[CH:20]=[C:19]([CH:21]3[CH2:23][CH2:22]3)[CH:18]=[CH:17][C:16]=2[N:24]2[CH2:25][CH2:26][N:27]([C:6]([C:5]3[CH:4]=[N:3][C:2]([F:1])=[CH:10][C:9]=3[CH3:11])=[O:8])[CH2:28][CH2:29]2)[CH2:13][CH2:14]1, predict the reactants needed to synthesize it. The reactants are: [F:1][C:2]1[CH:10]=[C:9]([CH3:11])[C:5]([C:6]([OH:8])=O)=[CH:4][N:3]=1.[CH:12]1([C:15]2[CH:20]=[C:19]([CH:21]3[CH2:23][CH2:22]3)[CH:18]=[CH:17][C:16]=2[N:24]2[CH2:29][CH2:28][NH:27][CH2:26][CH2:25]2)[CH2:14][CH2:13]1.